Dataset: Forward reaction prediction with 1.9M reactions from USPTO patents (1976-2016). Task: Predict the product of the given reaction. (1) Given the reactants [Cl:1][C:2]1[CH:7]=[C:6]([C:8]#[N:9])[C:5]([O:10][CH3:11])=[CH:4][C:3]=1[CH2:12][CH2:13][OH:14].N1C=CC=CC=1.[S:21](Cl)([CH3:24])(=[O:23])=[O:22], predict the reaction product. The product is: [CH3:24][S:21]([O:14][CH2:13][CH2:12][C:3]1[CH:4]=[C:5]([O:10][CH3:11])[C:6]([C:8]#[N:9])=[CH:7][C:2]=1[Cl:1])(=[O:23])=[O:22]. (2) Given the reactants [C:1]([C:5]1[CH:23]=[CH:22][C:8]([C:9]([NH:11][C:12]2[N:13]=[C:14]3[CH:19]=[CH:18][C:17](I)=[CH:16][N:15]3[CH:21]=2)=[O:10])=[CH:7][N:6]=1)([CH3:4])([CH3:3])[CH3:2].C([C:28]1C=C[C:31]([C:32]([NH:34]C2N=C3C=CC(N4C=CN=C4)=CN3C=2)=O)=[CH:30][N:29]=1)(C)(C)C, predict the reaction product. The product is: [C:1]([C:5]1[CH:23]=[CH:22][C:8]([C:9]([NH:11][C:12]2[N:13]=[C:14]3[CH:19]=[CH:18][C:17]([C:31]4[CH:32]=[N:34][N:29]([CH3:28])[CH:30]=4)=[CH:16][N:15]3[CH:21]=2)=[O:10])=[CH:7][N:6]=1)([CH3:4])([CH3:3])[CH3:2]. (3) Given the reactants [F:1][C:2]([F:17])([S:13]([O-:16])(=[O:15])=[O:14])[C:3]([F:12])([F:11])[C:4]([F:10])([F:9])[C:5]([F:8])([F:7])[F:6].[K+].Cl, predict the reaction product. The product is: [F:17][C:2]([F:1])([S:13]([OH:16])(=[O:15])=[O:14])[C:3]([F:11])([F:12])[C:4]([F:10])([F:9])[C:5]([F:8])([F:7])[F:6]. (4) Given the reactants [CH:1]([NH:3][C:4]1[S:5][CH:6]=[C:7]([CH2:9][C:10]([O:12][CH2:13][CH3:14])=[O:11])[N:8]=1)=[O:2].C[Si]([N-][Si](C)(C)C)(C)C.[K+].C(C1C=C(C(C)C)C=C(C(C)C)C=1S([N:43]=[N+:44]=[N-:45])(=O)=O)(C)C.C(O)(=O)C, predict the reaction product. The product is: [N:43]([CH:9]([C:7]1[N:8]=[C:4]([NH:3][CH:1]=[O:2])[S:5][CH:6]=1)[C:10]([O:12][CH2:13][CH3:14])=[O:11])=[N+:44]=[N-:45]. (5) The product is: [CH:34]1([C:37]([NH:1][C@H:2]2[CH2:7][CH2:6][C@H:5]([NH:8][C:9]([C:11]3[C:15]4[N:16]=[CH:17][N:18]=[C:19]([C:20]5[C:28]6[O:27][CH2:26][O:25][C:24]=6[CH:23]=[CH:22][C:21]=5[O:29][CH2:30][CH:31]5[CH2:33][CH2:32]5)[C:14]=4[NH:13][CH:12]=3)=[O:10])[CH2:4][CH2:3]2)=[O:38])[CH2:36][CH2:35]1. Given the reactants [NH2:1][C@H:2]1[CH2:7][CH2:6][C@H:5]([NH:8][C:9]([C:11]2[C:15]3[N:16]=[CH:17][N:18]=[C:19]([C:20]4[C:28]5[O:27][CH2:26][O:25][C:24]=5[CH:23]=[CH:22][C:21]=4[O:29][CH2:30][CH:31]4[CH2:33][CH2:32]4)[C:14]=3[NH:13][CH:12]=2)=[O:10])[CH2:4][CH2:3]1.[CH:34]1([C:37](Cl)=[O:38])[CH2:36][CH2:35]1, predict the reaction product. (6) Given the reactants [CH3:1][C:2]1[S:3][C:4]([C:7]([OH:9])=[O:8])=[CH:5][N:6]=1.[Li]CCCC.[F:15][C:16]1[CH:17]=[CH:18][C:19]([C:22]2[C:26]([CH:27]=[O:28])=[C:25]([CH3:29])[O:24][N:23]=2)=[N:20][CH:21]=1, predict the reaction product. The product is: [F:15][C:16]1[CH:17]=[CH:18][C:19]([C:22]2[C:26]([CH:27]([OH:28])[CH2:1][C:2]3[S:3][C:4]([C:7]([OH:9])=[O:8])=[CH:5][N:6]=3)=[C:25]([CH3:29])[O:24][N:23]=2)=[N:20][CH:21]=1. (7) The product is: [C:1]([O:5][CH:6]([C:12]1[C:16]([C:17]2[CH2:22][CH2:21][CH:20]([C:23]([CH3:26])([CH3:25])[CH3:24])[CH2:19][CH:18]=2)=[C:15]([CH3:27])[S:14][C:13]=1[CH3:28])[C:7]([OH:9])=[O:8])([CH3:4])([CH3:3])[CH3:2]. Given the reactants [C:1]([O:5][CH:6]([C:12]1[C:16]([C:17]2[CH2:22][CH2:21][CH:20]([C:23]([CH3:26])([CH3:25])[CH3:24])[CH2:19][CH:18]=2)=[C:15]([CH3:27])[S:14][C:13]=1[CH3:28])[C:7]([O:9]CC)=[O:8])([CH3:4])([CH3:3])[CH3:2].C(OC(C1C(C2CC(C)CC(C)C=2)=C(C)SC=1C)C(O)=O)(C)(C)C, predict the reaction product.